From a dataset of Forward reaction prediction with 1.9M reactions from USPTO patents (1976-2016). Predict the product of the given reaction. Given the reactants [NH2:1][C:2]1[CH:3]=[C:4]([C:8]([C:10]2[C:18]3[CH:17]=[N:16][CH:15]=[N:14][C:13]=3[N:12]([C:19]([CH3:30])([CH3:29])[CH2:20][O:21][Si:22]([C:25]([CH3:28])([CH3:27])[CH3:26])([CH3:24])[CH3:23])[CH:11]=2)=[O:9])[CH:5]=[N:6][CH:7]=1.[C:31]([C:33]1[CH:38]=[CH:37][C:36]([CH2:39][C:40](O)=[O:41])=[CH:35][CH:34]=1)#[N:32].CCN(C(C)C)C(C)C, predict the reaction product. The product is: [Si:22]([O:21][CH2:20][C:19]([N:12]1[C:13]2[N:14]=[CH:15][N:16]=[CH:17][C:18]=2[C:10]([C:8]([C:4]2[CH:3]=[C:2]([NH:1][C:40](=[O:41])[CH2:39][C:36]3[CH:37]=[CH:38][C:33]([C:31]#[N:32])=[CH:34][CH:35]=3)[CH:7]=[N:6][CH:5]=2)=[O:9])=[CH:11]1)([CH3:30])[CH3:29])([C:25]([CH3:28])([CH3:27])[CH3:26])([CH3:23])[CH3:24].